From a dataset of Full USPTO retrosynthesis dataset with 1.9M reactions from patents (1976-2016). Predict the reactants needed to synthesize the given product. (1) Given the product [F:31][C:32]([F:37])([F:36])[C:33]([OH:35])=[O:34].[Cl:30][C:26]1[CH:25]=[C:24]([CH:29]=[CH:28][N:27]=1)[C:22]([NH:21][C:15]1[CH:16]=[CH:17][C:18]([Cl:20])=[CH:19][C:14]=1[N:11]1[CH2:10][CH2:9][NH:8][CH2:13][CH2:12]1)=[O:23], predict the reactants needed to synthesize it. The reactants are: C(OC([N:8]1[CH2:13][CH2:12][N:11]([C:14]2[CH:19]=[C:18]([Cl:20])[CH:17]=[CH:16][C:15]=2[NH:21][C:22]([C:24]2[CH:29]=[CH:28][N:27]=[C:26]([Cl:30])[CH:25]=2)=[O:23])[CH2:10][CH2:9]1)=O)(C)(C)C.[F:31][C:32]([F:37])([F:36])[C:33]([OH:35])=[O:34]. (2) Given the product [Br:3][C:4]1[CH:5]=[C:6]([C:10]2[N:14]=[CH:13][N:12]([CH2:16][CH2:17][CH3:18])[N:11]=2)[CH:7]=[CH:8][CH:9]=1, predict the reactants needed to synthesize it. The reactants are: [H-].[Na+].[Br:3][C:4]1[CH:5]=[C:6]([C:10]2[N:14]=[CH:13][NH:12][N:11]=2)[CH:7]=[CH:8][CH:9]=1.I[CH2:16][CH2:17][CH3:18].O. (3) Given the product [BrH:14].[CH3:3][CH:2]([N:4]1[C:5]2[CH:10]=[CH:9][CH:8]=[CH:7][C:6]=2[N:11]=[C:13]1[NH2:12])[CH3:1], predict the reactants needed to synthesize it. The reactants are: [CH3:1][CH:2]([NH:4][C:5]1[C:6]([NH2:11])=[CH:7][CH:8]=[CH:9][CH:10]=1)[CH3:3].[N:12]#[C:13][Br:14]. (4) The reactants are: C[O:2][C:3](=[O:25])[CH2:4][C:5]1[CH:9]=[CH:8][S:7][C:6]=1[C:10]1[S:14][C:13]([C:15]2[S:16][CH:17]=[CH:18][C:19]=2[CH2:20][C:21]([O:23]C)=[O:22])=[CH:12][CH:11]=1.[OH-].[Na+].Cl. Given the product [C:21]([CH2:20][C:19]1[CH:18]=[CH:17][S:16][C:15]=1[C:13]1[S:14][C:10]([C:6]2[S:7][CH:8]=[CH:9][C:5]=2[CH2:4][C:3]([OH:25])=[O:2])=[CH:11][CH:12]=1)([OH:23])=[O:22], predict the reactants needed to synthesize it.